Dataset: Catalyst prediction with 721,799 reactions and 888 catalyst types from USPTO. Task: Predict which catalyst facilitates the given reaction. Reactant: [CH:1]1[C:10]2[C:5](=[CH:6][CH:7]=[CH:8][CH:9]=2)[CH:4]=[CH:3][C:2]=1[S:11]([N:14]1[CH2:18][C@H:17]([S:19][C:20]([C:33]2[CH:38]=[CH:37][CH:36]=[CH:35][CH:34]=2)([C:27]2[CH:32]=[CH:31][CH:30]=[CH:29][CH:28]=2)[C:21]2[CH:26]=[CH:25][CH:24]=[CH:23][CH:22]=2)[CH2:16][C@H:15]1[C:39](O)=[O:40])(=[O:13])=[O:12].[NH2:42][C@H:43]([C:57]1[N:61]([CH2:62][CH2:63][C:64]#[N:65])[N:60]=[N:59][N:58]=1)[CH2:44][C:45]1[CH:50]=[CH:49][C:48]([C:51]2[CH:56]=[CH:55][CH:54]=[CH:53][CH:52]=2)=[CH:47][CH:46]=1.CCN=C=NCCCN(C)C.C1C=CC2N(O)N=NC=2C=1. Product: [C:48]1([C:51]2[CH:56]=[CH:55][CH:54]=[CH:53][CH:52]=2)[CH:49]=[CH:50][C:45]([CH2:44][C@H:43]([NH:42][C:39]([C@@H:15]2[CH2:16][C@@H:17]([S:19][C:20]([C:33]3[CH:38]=[CH:37][CH:36]=[CH:35][CH:34]=3)([C:21]3[CH:22]=[CH:23][CH:24]=[CH:25][CH:26]=3)[C:27]3[CH:32]=[CH:31][CH:30]=[CH:29][CH:28]=3)[CH2:18][N:14]2[S:11]([C:2]2[CH:3]=[CH:4][C:5]3[C:10](=[CH:9][CH:8]=[CH:7][CH:6]=3)[CH:1]=2)(=[O:12])=[O:13])=[O:40])[C:57]2[N:61]([CH2:62][CH2:63][C:64]#[N:65])[N:60]=[N:59][N:58]=2)=[CH:46][CH:47]=1. The catalyst class is: 1.